This data is from Full USPTO retrosynthesis dataset with 1.9M reactions from patents (1976-2016). The task is: Predict the reactants needed to synthesize the given product. (1) The reactants are: [Br:1][C:2]1[CH:10]=[CH:9][C:5]([C:6]([OH:8])=[O:7])=[C:4]([O:11][CH2:12][CH:13]([CH3:15])[CH3:14])[CH:3]=1.[C:16](=O)([O-])[O-].[K+].[K+].IC. Given the product [Br:1][C:2]1[CH:10]=[CH:9][C:5]([C:6]([O:8][CH3:16])=[O:7])=[C:4]([O:11][CH2:12][CH:13]([CH3:15])[CH3:14])[CH:3]=1, predict the reactants needed to synthesize it. (2) The reactants are: [CH3:1][O:2][CH2:3][CH:4]([N:8]1[C:17]2[C:12](=[CH:13][C:14]([C:18]3[CH:19]=[N:20][C:21]([NH:33][C:34]([NH:36][CH2:37][CH3:38])=[O:35])=[CH:22][C:23]=3[C:24]3[S:25][CH:26]=[C:27]([C:29]([F:32])([F:31])[F:30])[N:28]=3)=[CH:15][CH:16]=2)[C:11](=[O:39])[C:10]([C:40]([OH:42])=[O:41])=[CH:9]1)[CH2:5][O:6][CH3:7].[P:43]([O:55][CH2:56][CH2:57]O)([O:50][C:51]([CH3:54])([CH3:53])[CH3:52])([O:45][C:46]([CH3:49])([CH3:48])[CH3:47])=[O:44].C(N(CC)CC)C.C(P(=O)(OCC)OCC)#N. Given the product [CH3:7][O:6][CH2:5][CH:4]([N:8]1[C:17]2[C:12](=[CH:13][C:14]([C:18]3[CH:19]=[N:20][C:21]([NH:33][C:34]([NH:36][CH2:37][CH3:38])=[O:35])=[CH:22][C:23]=3[C:24]3[S:25][CH:26]=[C:27]([C:29]([F:30])([F:31])[F:32])[N:28]=3)=[CH:15][CH:16]=2)[C:11](=[O:39])[C:10]([C:40]([O:42][CH2:57][CH2:56][O:55][P:43]([O:50][C:51]([CH3:52])([CH3:54])[CH3:53])([O:45][C:46]([CH3:48])([CH3:47])[CH3:49])=[O:44])=[O:41])=[CH:9]1)[CH2:3][O:2][CH3:1], predict the reactants needed to synthesize it. (3) Given the product [NH2:1][C:2]1[CH:3]=[C:4]([CH:15]=[C:16]([C:18]#[CH:19])[CH:17]=1)[C:5]([NH:7][CH2:8][CH2:9][O:10][CH2:11][CH2:12][O:13][CH3:14])=[O:6], predict the reactants needed to synthesize it. The reactants are: [NH2:1][C:2]1[CH:3]=[C:4]([CH:15]=[C:16]([C:18]#[C:19][Si](C(C)C)(C(C)C)C(C)C)[CH:17]=1)[C:5]([NH:7][CH2:8][CH2:9][O:10][CH2:11][CH2:12][O:13][CH3:14])=[O:6].CCCC[N+](CCCC)(CCCC)CCCC.[F-]. (4) Given the product [C:1]([C:3]1[CH:4]=[CH:5][C:6]([O:7][CH2:8][CH2:9][N:10]([CH2:14][CH2:15][O:16][S:30]([C:27]2[CH:28]=[CH:29][C:24]([CH3:34])=[CH:25][CH:26]=2)(=[O:32])=[O:31])[C:11]([NH2:13])=[O:12])=[CH:17][CH:18]=1)#[N:2], predict the reactants needed to synthesize it. The reactants are: [C:1]([C:3]1[CH:18]=[CH:17][C:6]([O:7][CH2:8][CH2:9][N:10]([CH2:14][CH2:15][OH:16])[C:11]([NH2:13])=[O:12])=[CH:5][CH:4]=1)#[N:2].C([Li])CCC.[C:24]1([CH3:34])[CH:29]=[CH:28][C:27]([S:30](Cl)(=[O:32])=[O:31])=[CH:26][CH:25]=1. (5) Given the product [NH2:35][C:32]1[N:33]=[CH:34][C:29]([C:9]2[CH:10]=[N:11][N:12]([CH:14]3[CH2:15][CH2:16][N:17]([C:20]([O:22][C:23]([CH3:24])([CH3:25])[CH3:26])=[O:21])[CH2:18][CH2:19]3)[CH:13]=2)=[CH:30][C:31]=1[O:36][CH:37]([C:39]1[C:44]([Cl:45])=[CH:43][CH:42]=[C:41]([F:46])[C:40]=1[Cl:47])[CH3:38], predict the reactants needed to synthesize it. The reactants are: CC1(C)C(C)(C)OB([CH:9]2[CH2:13][N:12]([CH:14]3[CH2:19][CH2:18][N:17]([C:20]([O:22][C:23]([CH3:26])([CH3:25])[CH3:24])=[O:21])[CH2:16][CH2:15]3)[N:11]=[CH:10]2)O1.Br[C:29]1[CH:30]=[C:31]([O:36][CH:37]([C:39]2[C:44]([Cl:45])=[CH:43][CH:42]=[C:41]([F:46])[C:40]=2[Cl:47])[CH3:38])[C:32]([NH2:35])=[N:33][CH:34]=1.C([O-])([O-])=O.[Na+].[Na+].CN(C=O)C. (6) Given the product [NH2:51][C:48]1[CH:49]=[CH:50][C:45]([C:42]2[S:41][C:40]([CH:37]3[CH2:38][CH2:39][N:34]([C:27]([CH3:26])([CH3:33])[C:28]([O:30][CH2:31][CH3:32])=[O:29])[CH2:35][CH2:36]3)=[N:44][CH:43]=2)=[CH:46][CH:47]=1, predict the reactants needed to synthesize it. The reactants are: CC1OC(CC2CCC(C3SC(C4C=CC(N)=CC=4)=CN=3)CC2)=NN=1.[CH3:26][C:27]([N:34]1[CH2:39][CH2:38][CH:37]([C:40]2[S:41][C:42]([C:45]3[CH:50]=[CH:49][C:48]([N+:51]([O-])=O)=[CH:47][CH:46]=3)=[CH:43][N:44]=2)[CH2:36][CH2:35]1)([CH3:33])[C:28]([O:30][CH2:31][CH3:32])=[O:29]. (7) Given the product [C:2]1([C:20]#[C:21][C:2]2[CH:11]=[CH:10][C:9]([N+:12]([O-:14])=[O:13])=[CH:8][C:3]=2[C:4]([O:6][CH3:7])=[O:5])[CH:11]=[CH:10][CH:9]=[CH:8][CH:3]=1, predict the reactants needed to synthesize it. The reactants are: Br[C:2]1[CH:11]=[CH:10][C:9]([N+:12]([O-:14])=[O:13])=[CH:8][C:3]=1[C:4]([O:6][CH3:7])=[O:5].C(N([CH2:20][CH3:21])CC)C.